From a dataset of Full USPTO retrosynthesis dataset with 1.9M reactions from patents (1976-2016). Predict the reactants needed to synthesize the given product. Given the product [CH3:33][O:24][CH2:23][C:9]1[C:8]([O:7][C:6]2[CH:25]=[CH:26][CH:27]=[C:4]([O:3][C:2]([F:1])([F:28])[F:29])[CH:5]=2)=[N:12][N:11]([C:13]2[CH:18]=[CH:17][C:16]([C:19]([F:21])([F:22])[F:20])=[CH:15][CH:14]=2)[N:10]=1, predict the reactants needed to synthesize it. The reactants are: [F:1][C:2]([F:29])([F:28])[O:3][C:4]1[CH:5]=[C:6]([CH:25]=[CH:26][CH:27]=1)[O:7][C:8]1[C:9]([CH2:23][OH:24])=[N:10][N:11]([C:13]2[CH:18]=[CH:17][C:16]([C:19]([F:22])([F:21])[F:20])=[CH:15][CH:14]=2)[N:12]=1.[H-].[Na+].I[CH3:33].